Task: Predict the product of the given reaction.. Dataset: Forward reaction prediction with 1.9M reactions from USPTO patents (1976-2016) (1) Given the reactants [Br:1][C:2]1[CH:10]=[C:9]2[C:5]([CH:6]([C:12]3[CH:17]=[CH:16][CH:15]=[CH:14][C:13]=3[O:18][CH3:19])[O:7][C:8]2=[O:11])=[CH:4][CH:3]=1.[OH-].[K+].N1C=CC=CC=1.[Mn]([O-])(=O)(=O)=[O:29].[K+], predict the reaction product. The product is: [Br:1][C:2]1[CH:3]=[CH:4][C:5]([C:6](=[O:29])[C:12]2[CH:17]=[CH:16][CH:15]=[CH:14][C:13]=2[O:18][CH3:19])=[C:9]([CH:10]=1)[C:8]([OH:7])=[O:11]. (2) The product is: [C:28]([NH:27][C@H:23]1[CH2:25][CH2:26][N:21]([C:9]2[CH:8]=[CH:7][C:3]([C:4]([NH2:6])=[O:5])=[C:2]([NH:20][CH2:19][CH2:18][N:15]3[CH2:16][CH2:17][O:12][CH2:13][CH2:14]3)[N:10]=2)[CH2:22]1)(=[O:34])[CH:35]=[CH2:36]. Given the reactants Cl[C:2]1[N:10]=[C:9](Cl)[CH:8]=[CH:7][C:3]=1[C:4]([NH2:6])=[O:5].[O:12]1[CH2:17][CH2:16][N:15]([CH2:18][CH2:19][NH2:20])[CH2:14][CH2:13]1.[NH:21]1[CH2:26][CH2:25]C[C@@H:23]([NH:27][C:28](=[O:34])OC(C)(C)C)[CH2:22]1.[C:35](O)(=O)[CH:36]=C, predict the reaction product. (3) Given the reactants C(OC(=O)[NH:10][C:11]([CH3:24])([CH2:13][CH2:14][N:15]([CH2:20][CH2:21][O:22][CH3:23])[CH2:16][CH2:17][O:18][CH3:19])[CH3:12])C1C=CC=CC=1, predict the reaction product. The product is: [CH3:23][O:22][CH2:21][CH2:20][N:15]([CH2:16][CH2:17][O:18][CH3:19])[CH2:14][CH2:13][C:11]([CH3:24])([NH2:10])[CH3:12]. (4) Given the reactants [Li+].CC([N-]C(C)C)C.[Br:9][C:10]1[CH:11]=[N:12][CH:13]=[C:14]([Br:16])[CH:15]=1.Cl[C:18]([O:20][CH2:21][CH3:22])=[O:19], predict the reaction product. The product is: [Br:9][C:10]1[CH:11]=[N:12][CH:13]=[C:14]([Br:16])[C:15]=1[C:18]([O:20][CH2:21][CH3:22])=[O:19]. (5) Given the reactants Br[C:2]1[CH:3]=[C:4]2[C@@:15]3([N:20]=[C:19]([NH2:21])[CH2:18][O:17][CH2:16]3)[C:14]3[CH:13]=[C:12](Cl)[N:11]=[C:10]([F:23])[C:9]=3[O:8][C:5]2=[CH:6][CH:7]=1.[F:24][C:25]1[C:30](B(O)O)=[CH:29][CH:28]=[CH:27][N:26]=1.[CH3:34][C:35]1[CH:40]=[C:39](B2OC(C)(C)C(C)(C)O2)[CH:38]=[CH:37][N:36]=1, predict the reaction product. The product is: [F:23][C:10]1[C:9]2[O:8][C:5]3[C:4]([C@:15]4([N:20]=[C:19]([NH2:21])[CH2:18][O:17][CH2:16]4)[C:14]=2[CH:13]=[C:12]([C:39]2[CH:38]=[CH:37][N:36]=[C:35]([CH3:34])[CH:40]=2)[N:11]=1)=[CH:3][C:2]([C:30]1[C:25]([F:24])=[N:26][CH:27]=[CH:28][CH:29]=1)=[CH:7][CH:6]=3. (6) Given the reactants [CH:1]([C:3]1[CH:10]=[CH:9][C:6]([C:7]#[N:8])=[CH:5][C:4]=1[O:11][CH3:12])=O.[CH3:13][O:14][CH2:15][C:16]([CH2:18][C:19]1[S:20][CH:21]=[C:22]([CH3:24])[N:23]=1)=[O:17].N1CCCCC1.C(O)(=O)C, predict the reaction product. The product is: [CH3:12][O:11][C:4]1[CH:5]=[C:6]([CH:9]=[CH:10][C:3]=1[CH:1]=[C:18]([C:19]1[S:20][CH:21]=[C:22]([CH3:24])[N:23]=1)[C:16](=[O:17])[CH2:15][O:14][CH3:13])[C:7]#[N:8]. (7) Given the reactants [Cl:1][C:2]1[CH:10]=[CH:9][C:5]([C:6](O)=[O:7])=[CH:4][N:3]=1.S(Cl)([Cl:13])=O, predict the reaction product. The product is: [Cl:1][C:2]1[CH:10]=[CH:9][C:5]([C:6]([Cl:13])=[O:7])=[CH:4][N:3]=1.